The task is: Predict the product of the given reaction.. This data is from Forward reaction prediction with 1.9M reactions from USPTO patents (1976-2016). (1) Given the reactants C([N:8]1[CH2:12][CH2:11][CH2:10][C@H:9]1[C:13]1([OH:16])[CH2:15][CH2:14]1)C1C=CC=CC=1.CCOC(C)=O.CO.N, predict the reaction product. The product is: [NH:8]1[CH2:12][CH2:11][CH2:10][C@H:9]1[C:13]1([OH:16])[CH2:15][CH2:14]1. (2) Given the reactants [CH3:1][C:2]([C:12]1[CH:16]=[C:15]([NH:17][C:18]([C@@H:20]2[CH2:24][C@@H:23]([O:25][C:26]([CH3:29])([CH3:28])[CH3:27])[CH2:22][N:21]2[C:30]2[CH:35]=[CH:34][C:33]([Cl:36])=[CH:32][CH:31]=2)=[O:19])[O:14][N:13]=1)([CH3:11])[CH2:3][O:4]C1CCCCO1.C1(C)C=CC(S([O-])(=O)=O)=CC=1.[NH+]1C=CC=CC=1, predict the reaction product. The product is: [OH:4][CH2:3][C:2]([C:12]1[CH:16]=[C:15]([NH:17][C:18]([C@@H:20]2[CH2:24][C@@H:23]([O:25][C:26]([CH3:29])([CH3:27])[CH3:28])[CH2:22][N:21]2[C:30]2[CH:31]=[CH:32][C:33]([Cl:36])=[CH:34][CH:35]=2)=[O:19])[O:14][N:13]=1)([CH3:1])[CH3:11].